This data is from Full USPTO retrosynthesis dataset with 1.9M reactions from patents (1976-2016). The task is: Predict the reactants needed to synthesize the given product. (1) Given the product [Br:1][C:2]1[CH:3]=[C:4]([C:8]([C:10]2[CH:15]=[CH:14][CH:13]=[CH:12][C:11]=2[O:26][CH2:25][CH2:24][O:20][CH3:17])=[CH2:9])[CH:5]=[CH:6][CH:7]=1, predict the reactants needed to synthesize it. The reactants are: [Br:1][C:2]1[CH:3]=[C:4]([C:8]([C:10]2[CH:15]=[CH:14][C:13](O)=[CH:12][CH:11]=2)=[CH2:9])[CH:5]=[CH:6][CH:7]=1.[C:17](=[O:20])([O-])[O-].[Cs+].[Cs+].Br[CH2:24][CH2:25][O:26]C. (2) Given the product [Cl:5][C:6]1[CH:11]=[CH:10][C:9]([NH:12][CH2:13][CH2:14][CH2:15][Cl:3])=[CH:8][CH:7]=1.[Cl:5][C:6]1[CH:11]=[CH:10][C:9]([NH:12][CH2:13][CH2:14][CH2:15][Cl:3])=[CH:8][CH:7]=1, predict the reactants needed to synthesize it. The reactants are: S(Cl)([Cl:3])=O.[Cl:5][C:6]1[CH:11]=[CH:10][C:9]([NH:12][CH2:13][CH2:14][CH2:15]O)=[CH:8][CH:7]=1. (3) Given the product [CH2:9]([C:2]1[CH:3]=[CH:4][C:5]([F:8])=[N:6][CH:7]=1)[CH3:10], predict the reactants needed to synthesize it. The reactants are: Br[C:2]1[CH:3]=[CH:4][C:5]([F:8])=[N:6][CH:7]=1.[CH2:9](B(CC)CC)[CH3:10].C([O-])([O-])=O.[K+].[K+]. (4) Given the product [Cl:27][C:4]1[C:5]2[C:10]([OH:11])=[N:9][C:8]([CH2:12][C:13]3[CH:14]=[N:15][CH:16]=[CH:17][CH:18]=3)=[N:7][C:6]=2[NH:19][C:3]=1[CH2:1][CH3:2], predict the reactants needed to synthesize it. The reactants are: [CH2:1]([C:3]1[NH:19][C:6]2[N:7]=[C:8]([CH2:12][C:13]3[CH:14]=[N:15][CH:16]=[CH:17][CH:18]=3)[N:9]=[C:10]([OH:11])[C:5]=2[CH:4]=1)[CH3:2].C1C(=O)N([Cl:27])C(=O)C1. (5) Given the product [CH:14]1([CH2:17][CH2:18][NH:19][C:20]([C:22]2[N:23]=[N:24][C:25]([N:28]3[CH2:33][CH2:32][N:31]([CH2:7][C:6]4[CH:9]=[C:2]([F:1])[CH:3]=[CH:4][C:5]=4[C:10]([F:13])([F:12])[F:11])[CH2:30][CH2:29]3)=[CH:26][CH:27]=2)=[O:21])[CH2:16][CH2:15]1, predict the reactants needed to synthesize it. The reactants are: [F:1][C:2]1[CH:3]=[CH:4][C:5]([C:10]([F:13])([F:12])[F:11])=[C:6]([CH:9]=1)[CH2:7]Cl.[CH:14]1([CH2:17][CH2:18][NH:19][C:20]([C:22]2[N:23]=[N:24][C:25]([N:28]3[CH2:33][CH2:32][NH:31][CH2:30][CH2:29]3)=[CH:26][CH:27]=2)=[O:21])[CH2:16][CH2:15]1.